From a dataset of Forward reaction prediction with 1.9M reactions from USPTO patents (1976-2016). Predict the product of the given reaction. (1) Given the reactants [C:1]1([C@@H:7]([N:15]2[CH2:20][CH2:19][CH2:18][CH2:17][CH2:16]2)[C:8]([O:10]C(C)(C)C)=[O:9])[CH:6]=[CH:5][CH:4]=[CH:3][CH:2]=1.C(O)(C(F)(F)F)=O, predict the reaction product. The product is: [C:1]1([C@@H:7]([N:15]2[CH2:20][CH2:19][CH2:18][CH2:17][CH2:16]2)[C:8]([OH:10])=[O:9])[CH:2]=[CH:3][CH:4]=[CH:5][CH:6]=1. (2) Given the reactants [CH:1]1[CH:2]=[CH:3][C:4](NC2C(Cl)=CC=CC=2Cl)=[C:5]([CH2:7][C:8]([OH:10])=[O:9])[CH:6]=1.[C:20]12(C)[C:27](C)(C)C(C[CH2:26]1)C[C:21]2=O.[CH:31]1(C)CCC(C(C)C)C(O)C1, predict the reaction product. The product is: [OH:10][C:8]([CH:7]([C:5]1[CH:6]=[CH:1][C:2]([CH2:21][CH:20]([CH3:27])[CH3:26])=[CH:3][CH:4]=1)[CH3:31])=[O:9]. (3) Given the reactants [F:1][C:2]1[CH:3]=[C:4]([C@H:9]2[CH2:13][CH2:12][CH2:11][N:10]2[C:14]2[CH:19]=[CH:18][N:17]3[N:20]=[CH:21][C:22]([C:23]([O:25]CC)=[O:24])=[C:16]3[N:15]=2)[C:5]([CH3:8])=[N:6][CH:7]=1.C1COCC1.CO.O.[OH-].[Li+], predict the reaction product. The product is: [F:1][C:2]1[CH:3]=[C:4]([C@H:9]2[CH2:13][CH2:12][CH2:11][N:10]2[C:14]2[CH:19]=[CH:18][N:17]3[N:20]=[CH:21][C:22]([C:23]([OH:25])=[O:24])=[C:16]3[N:15]=2)[C:5]([CH3:8])=[N:6][CH:7]=1. (4) Given the reactants C(OC(=O)[NH:10][CH2:11][C@@H:12]([OH:42])[C@@H:13]([NH:21][C:22]([C:24]1[CH:29]=[C:28]([O:30][CH2:31][CH2:32][CH2:33][CH2:34][CH3:35])[CH:27]=[C:26]([N:36]2[CH2:40][CH2:39][CH2:38][C:37]2=[O:41])[CH:25]=1)=[O:23])[CH2:14][C:15]1[CH:20]=[CH:19][CH:18]=[CH:17][CH:16]=1)C1C=CC=CC=1.CCO, predict the reaction product. The product is: [NH2:10][CH2:11][C@@H:12]([OH:42])[C@@H:13]([NH:21][C:22](=[O:23])[C:24]1[CH:29]=[C:28]([O:30][CH2:31][CH2:32][CH2:33][CH2:34][CH3:35])[CH:27]=[C:26]([N:36]2[CH2:40][CH2:39][CH2:38][C:37]2=[O:41])[CH:25]=1)[CH2:14][C:15]1[CH:20]=[CH:19][CH:18]=[CH:17][CH:16]=1. (5) Given the reactants [CH2:1]([C:3]1[CH:8]=[C:7]([N+:9]([O-])=O)[C:6]([OH:12])=[C:5]([CH3:13])[CH:4]=1)[CH3:2], predict the reaction product. The product is: [NH2:9][C:7]1[CH:8]=[C:3]([CH2:1][CH3:2])[CH:4]=[C:5]([CH3:13])[C:6]=1[OH:12].